From a dataset of Catalyst prediction with 721,799 reactions and 888 catalyst types from USPTO. Predict which catalyst facilitates the given reaction. (1) The catalyst class is: 26. Product: [N:6]1([NH:5][C:15]([C:17]2[N:18]=[C:19]([C:32]3[CH:37]=[CH:36][C:35]([Cl:38])=[CH:34][C:33]=3[Cl:39])[N:20]([C:24]3[CH:25]=[CH:26][C:27]([O:30][CH3:31])=[CH:28][CH:29]=3)[C:21]=2[CH2:22][OH:23])=[O:14])[CH2:11][CH2:10][CH2:9][CH2:8][CH2:7]1. Reactant: [Cl-].[Al+3].[Cl-].[Cl-].[NH2:5][N:6]1[CH2:11][CH2:10][CH2:9][CH2:8][CH2:7]1.C([O:14][C:15]([C:17]1[N:18]=[C:19]([C:32]2[CH:37]=[CH:36][C:35]([Cl:38])=[CH:34][C:33]=2[Cl:39])[N:20]([C:24]2[CH:29]=[CH:28][C:27]([O:30][CH3:31])=[CH:26][CH:25]=2)[C:21]=1[CH2:22][OH:23])=O)C.O. (2) Reactant: CO[CH2:3][N:4]([CH2:10][C:11]1[CH:16]=[CH:15][CH:14]=[CH:13][CH:12]=1)[CH2:5][Si](C)(C)C.[Cl:17][C:18]1[CH:23]=[CH:22][CH:21]=[C:20](/[CH:24]=[CH:25]/[N+:26]([O-:28])=[O:27])[CH:19]=1.FC(F)(F)C(O)=O. Product: [CH2:10]([N:4]1[CH2:5][CH:25]([N+:26]([O-:28])=[O:27])[CH:24]([C:20]2[CH:21]=[CH:22][CH:23]=[C:18]([Cl:17])[CH:19]=2)[CH2:3]1)[C:11]1[CH:16]=[CH:15][CH:14]=[CH:13][CH:12]=1. The catalyst class is: 2. (3) Reactant: Br[C:2]1[C:10]2[C:5](=[CH:6][CH:7]=[C:8]([C:11]3[N:15]=[C:14]([C@@H:16]4[CH2:21][CH2:20][CH2:19][N:18]([C:22]([O:24][C:25]([CH3:28])([CH3:27])[CH3:26])=[O:23])[CH2:17]4)[NH:13][N:12]=3)[CH:9]=2)[N:4]([C:29]([C:42]2[CH:47]=[CH:46][CH:45]=[CH:44][CH:43]=2)([C:36]2[CH:41]=[CH:40][CH:39]=[CH:38][CH:37]=2)[C:30]2[CH:35]=[CH:34][CH:33]=[CH:32][CH:31]=2)[N:3]=1.[N:48]1[CH:53]=[CH:52][C:51](B(O)O)=[CH:50][CH:49]=1.C(=O)([O-])[O-].[Cs+].[Cs+]. Product: [N:48]1[CH:53]=[CH:52][C:51]([C:2]2[C:10]3[C:5](=[CH:6][CH:7]=[C:8]([C:11]4[N:15]=[C:14]([C@@H:16]5[CH2:21][CH2:20][CH2:19][N:18]([C:22]([O:24][C:25]([CH3:28])([CH3:27])[CH3:26])=[O:23])[CH2:17]5)[NH:13][N:12]=4)[CH:9]=3)[N:4]([C:29]([C:42]3[CH:47]=[CH:46][CH:45]=[CH:44][CH:43]=3)([C:36]3[CH:41]=[CH:40][CH:39]=[CH:38][CH:37]=3)[C:30]3[CH:35]=[CH:34][CH:33]=[CH:32][CH:31]=3)[N:3]=2)=[CH:50][CH:49]=1. The catalyst class is: 38.